Dataset: Full USPTO retrosynthesis dataset with 1.9M reactions from patents (1976-2016). Task: Predict the reactants needed to synthesize the given product. Given the product [N:21]1[C:20]2[NH:24][CH:25]=[CH:26][C:19]=2[C:18]([C:9]2[CH:10]=[C:11]([CH:14]=[O:15])[O:12][CH:13]=2)=[N:23][CH:22]=1, predict the reactants needed to synthesize it. The reactants are: CC1(C)C(C)(C)OB([C:9]2[CH:10]=[C:11]([CH:14]=[O:15])[O:12][CH:13]=2)O1.Cl[C:18]1[C:19]2[CH:26]=[CH:25][NH:24][C:20]=2[N:21]=[CH:22][N:23]=1.P([O-])([O-])([O-])=O.[K+].[K+].[K+].